Dataset: Reaction yield outcomes from USPTO patents with 853,638 reactions. Task: Predict the reaction yield, written as a fraction of the theoretical maximum amount of product (1.0 means a 100% yield; for example, 0.34 means a 34% yield). (1) The reactants are Br[CH2:2][CH2:3][N:4]1[C:8]([CH2:9]Br)=[CH:7][C:6]([N+:11]([O-:13])=[O:12])=[N:5]1.[CH:14]1([NH2:17])[CH2:16][CH2:15]1. The catalyst is C1COCC1. The product is [CH:14]1([N:17]2[CH2:2][CH2:3][N:4]3[N:5]=[C:6]([N+:11]([O-:13])=[O:12])[CH:7]=[C:8]3[CH2:9]2)[CH2:16][CH2:15]1. The yield is 0.990. (2) The reactants are [C:1]1([C:14]2[CH:19]=[CH:18][CH:17]=[CH:16][CH:15]=2)[CH:6]=[CH:5][C:4]([NH:7][C:8](=[O:13])[O:9][CH:10]([CH3:12])[CH3:11])=[CH:3][CH:2]=1.Cl[S:21]([OH:24])(=[O:23])=[O:22].C(=O)=O.CO.[Na+:30].[Cl-]. The catalyst is ClCCl. The product is [Na+:30].[CH:10]([O:9][C:8]([NH:7][C:4]1[CH:5]=[CH:6][C:1]([C:14]2[CH:15]=[CH:16][C:17]([S:21]([O-:24])(=[O:23])=[O:22])=[CH:18][CH:19]=2)=[CH:2][CH:3]=1)=[O:13])([CH3:12])[CH3:11]. The yield is 0.920. (3) The reactants are [F:1][C:2]1[CH:3]=[C:4]2[C:9](=[CH:10][CH:11]=1)[N:8]=[C:7]([NH:12][C:13](=[O:17])OCC)[C:6]([O:18][CH3:19])=[N:5]2.[C:20]([C:22]1[CH:27]=[CH:26][CH:25]=[CH:24][C:23]=1[N:28]1[CH2:33][CH2:32][NH:31][CH2:30][CH2:29]1)#[N:21]. No catalyst specified. The product is [F:1][C:2]1[CH:3]=[C:4]2[C:9](=[CH:10][CH:11]=1)[N:8]=[C:7]([NH:12][C:13]([N:31]1[CH2:30][CH2:29][N:28]([C:23]3[CH:24]=[CH:25][CH:26]=[CH:27][C:22]=3[C:20]#[N:21])[CH2:33][CH2:32]1)=[O:17])[C:6]([O:18][CH3:19])=[N:5]2. The yield is 0.880. (4) The reactants are FC(F)(F)S([O:6][S:7]([C:10]([F:13])([F:12])[F:11])(=[O:9])=[O:8])(=O)=O.[C:16]1([S:22]([N:25]2[C:29]3[CH:30]=[N:31][C:32]([C:35]#[N:36])=[C:33](O)[C:28]=3[C:27]3[CH:37]=[CH:38][CH:39]=[N:40][C:26]2=3)(=[O:24])=[O:23])[CH:21]=[CH:20][CH:19]=[CH:18][CH:17]=1.N1C=CC=CC=1.Cl. The catalyst is C(Cl)Cl. The product is [C:16]1([S:22]([N:25]2[C:29]3[CH:30]=[N:31][C:32]([C:35]#[N:36])=[C:33]([O:6][S:7]([C:10]([F:11])([F:12])[F:13])(=[O:8])=[O:9])[C:28]=3[C:27]3[CH:37]=[CH:38][CH:39]=[N:40][C:26]2=3)(=[O:24])=[O:23])[CH:17]=[CH:18][CH:19]=[CH:20][CH:21]=1. The yield is 0.600. (5) The reactants are [Br:1][C:2]1[CH:7]=[CH:6][C:5]([C:8]2[C:12]([C:13](=[O:15])[CH3:14])=[C:11]([CH3:16])[O:10][N:9]=2)=[CH:4][CH:3]=1.[Br:17]Br. The catalyst is C(Cl)(Cl)(Cl)Cl.CC(O)=O. The product is [Br:17][CH2:14][C:13]([C:12]1[C:8]([C:5]2[CH:4]=[CH:3][C:2]([Br:1])=[CH:7][CH:6]=2)=[N:9][O:10][C:11]=1[CH3:16])=[O:15]. The yield is 0.470. (6) The product is [O:33]1[CH2:32][CH2:31][N:30]([CH2:29][CH:26]2[S:25][C:24]([C:21]3[NH:22][C:23]4[C:19]([CH:20]=3)=[CH:18][CH:17]=[CH:16][C:15]=4[N:6]([S:7]([C:10]3[S:11][CH:12]=[CH:13][CH:14]=3)(=[O:8])=[O:9])[CH2:5][C:4]([OH:36])=[O:3])=[N:28][CH2:27]2)[CH2:35][CH2:34]1. The reactants are C([O:3][C:4](=[O:36])[CH2:5][N:6]([C:15]1[CH:16]=[CH:17][CH:18]=[C:19]2[C:23]=1[NH:22][C:21]([C:24]1[S:25][CH:26]([CH2:29][N:30]3[CH2:35][CH2:34][O:33][CH2:32][CH2:31]3)[CH2:27][N:28]=1)=[CH:20]2)[S:7]([C:10]1[S:11][CH:12]=[CH:13][CH:14]=1)(=[O:9])=[O:8])C.[OH-].[K+].Cl. The catalyst is O1CCCC1.CO.O. The yield is 0.930. (7) The reactants are [CH3:1][C:2]1[CH:10]=[C:9]2[C:5]([CH:6]=[CH:7][NH:8]2)=[CH:4][N+:3]=1[O-]. The catalyst is [Fe].C(O)(=O)C. The product is [CH3:1][C:2]1[CH:10]=[C:9]2[C:5]([CH:6]=[CH:7][NH:8]2)=[CH:4][N:3]=1. The yield is 0.520. (8) The reactants are C(OC(=O)[NH:7][C:8]1[CH:13]=[CH:12][C:11]([C:14]([N:16]2[CH2:21][CH2:20][O:19][CH2:18][CH2:17]2)=[O:15])=[CH:10][CH:9]=1)(C)(C)C.Cl. The catalyst is O1CCOCC1. The product is [NH2:7][C:8]1[CH:9]=[CH:10][C:11]([C:14]([N:16]2[CH2:17][CH2:18][O:19][CH2:20][CH2:21]2)=[O:15])=[CH:12][CH:13]=1. The yield is 0.910. (9) The reactants are Cl[C:2]1[N:7]=[CH:6][N:5]=[C:4]2[NH:8][N:9]=[C:10]([CH:11]3[CH2:13][CH2:12]3)[C:3]=12.CC1(C)C(C)(C)OB([C:22]2[CH:23]=[C:24]([C:28]3([C:31]#[N:32])[CH2:30][CH2:29]3)[CH:25]=[CH:26][CH:27]=2)O1.C(=O)([O-])[O-].[Na+].[Na+]. The catalyst is O1CCOCC1.CCOC(C)=O.[H][H].CC(C)([P](C(C)(C)C)([Pd][P](C(C)(C)C)(C(C)(C)C)C(C)(C)C)C(C)(C)C)C. The product is [CH:11]1([C:10]2[C:3]3[C:4](=[N:5][CH:6]=[N:7][C:2]=3[C:22]3[CH:23]=[C:24]([C:28]4([C:31]#[N:32])[CH2:29][CH2:30]4)[CH:25]=[CH:26][CH:27]=3)[NH:8][N:9]=2)[CH2:13][CH2:12]1. The yield is 0.120.